Dataset: NCI-60 drug combinations with 297,098 pairs across 59 cell lines. Task: Regression. Given two drug SMILES strings and cell line genomic features, predict the synergy score measuring deviation from expected non-interaction effect. (1) Drug 1: C1CN1C2=NC(=NC(=N2)N3CC3)N4CC4. Drug 2: C1=NC2=C(N1)C(=S)N=C(N2)N. Cell line: UACC-257. Synergy scores: CSS=31.4, Synergy_ZIP=-4.71, Synergy_Bliss=-2.18, Synergy_Loewe=-1.34, Synergy_HSA=0.0400. (2) Drug 1: C1=CC(=CC=C1CC(C(=O)O)N)N(CCCl)CCCl.Cl. Drug 2: C1C(C(OC1N2C=NC3=C2NC=NCC3O)CO)O. Cell line: OVCAR3. Synergy scores: CSS=11.4, Synergy_ZIP=-4.64, Synergy_Bliss=-4.33, Synergy_Loewe=-5.63, Synergy_HSA=-5.76. (3) Drug 1: CC1=C2C(C(=O)C3(C(CC4C(C3C(C(C2(C)C)(CC1OC(=O)C(C(C5=CC=CC=C5)NC(=O)OC(C)(C)C)O)O)OC(=O)C6=CC=CC=C6)(CO4)OC(=O)C)O)C)O. Drug 2: CN(C(=O)NC(C=O)C(C(C(CO)O)O)O)N=O. Cell line: OVCAR-8. Synergy scores: CSS=12.6, Synergy_ZIP=-4.94, Synergy_Bliss=-1.91, Synergy_Loewe=-31.1, Synergy_HSA=-1.59. (4) Drug 1: C1C(C(OC1N2C=C(C(=O)NC2=O)F)CO)O. Drug 2: C1=CN(C=N1)CC(O)(P(=O)(O)O)P(=O)(O)O. Cell line: SR. Synergy scores: CSS=38.7, Synergy_ZIP=-0.815, Synergy_Bliss=0.871, Synergy_Loewe=-40.8, Synergy_HSA=0.358. (5) Cell line: MDA-MB-435. Synergy scores: CSS=-5.80, Synergy_ZIP=3.57, Synergy_Bliss=4.16, Synergy_Loewe=-3.57, Synergy_HSA=-1.88. Drug 2: CC1=C(C=C(C=C1)C(=O)NC2=CC(=CC(=C2)C(F)(F)F)N3C=C(N=C3)C)NC4=NC=CC(=N4)C5=CN=CC=C5. Drug 1: C1=CC(=CC=C1CC(C(=O)O)N)N(CCCl)CCCl.Cl. (6) Synergy scores: CSS=32.6, Synergy_ZIP=-1.14, Synergy_Bliss=-0.907, Synergy_Loewe=-3.73, Synergy_HSA=1.39. Drug 2: CC1CCCC2(C(O2)CC(NC(=O)CC(C(C(=O)C(C1O)C)(C)C)O)C(=CC3=CSC(=N3)C)C)C. Drug 1: C1=CN(C=N1)CC(O)(P(=O)(O)O)P(=O)(O)O. Cell line: PC-3.